Dataset: Reaction yield outcomes from USPTO patents with 853,638 reactions. Task: Predict the reaction yield, written as a fraction of the theoretical maximum amount of product (1.0 means a 100% yield; for example, 0.34 means a 34% yield). (1) The product is [I:1][C:2]1[C:6]([CH2:7][N:26]([CH3:27])[CH2:25][CH2:24][N:16]([CH3:15])[C:17](=[O:23])[O:18][C:19]([CH3:20])([CH3:21])[CH3:22])=[CH:5][N:4]([CH:9]2[CH2:14][CH2:13][CH2:12][CH2:11][O:10]2)[N:3]=1. The catalyst is ClC(Cl)C.ClCCl. The reactants are [I:1][C:2]1[C:6]([CH:7]=O)=[CH:5][N:4]([CH:9]2[CH2:14][CH2:13][CH2:12][CH2:11][O:10]2)[N:3]=1.[CH3:15][N:16]([CH2:24][CH2:25][NH:26][CH3:27])[C:17](=[O:23])[O:18][C:19]([CH3:22])([CH3:21])[CH3:20].[BH-](OC(C)=O)(OC(C)=O)OC(C)=O.[Na+]. The yield is 0.920. (2) No catalyst specified. The reactants are [Br:1][C:2]1[CH:10]=[C:9]([NH2:11])[CH:8]=[C:7]2[C:3]=1[CH:4]=[CH:5][NH:6]2.[CH3:12][S:13](Cl)(=[O:15])=[O:14]. The yield is 0.970. The product is [Br:1][C:2]1[CH:10]=[C:9]([NH:11][S:13]([CH3:12])(=[O:15])=[O:14])[CH:8]=[C:7]2[C:3]=1[CH:4]=[CH:5][NH:6]2. (3) The reactants are Br[C:2]1[CH:11]=[C:10]([C:12]([O:14][CH2:15][CH3:16])=[O:13])[CH:9]=[CH:8][C:3]=1[NH:4][CH2:5][CH:6]=[CH2:7]. The catalyst is C(#N)C.C1C=CC([P]([Pd]([P](C2C=CC=CC=2)(C2C=CC=CC=2)C2C=CC=CC=2)([P](C2C=CC=CC=2)(C2C=CC=CC=2)C2C=CC=CC=2)[P](C2C=CC=CC=2)(C2C=CC=CC=2)C2C=CC=CC=2)(C2C=CC=CC=2)C2C=CC=CC=2)=CC=1.C([O-])(=O)C.[Pd+2].C([O-])(=O)C. The product is [C:12]([C:10]1[CH:11]=[C:2]2[C:3](=[CH:8][CH:9]=1)[NH:4][CH:5]=[C:6]2[CH3:7])([O:14][CH2:15][CH3:16])=[O:13]. The yield is 0.730. (4) The reactants are [I-].ClC1C=CC=C[N+]=1C.[Br:10][C:11]1[CH:28]=[CH:27][C:14]([C:15]([NH:17][C:18]2[CH:26]=[CH:25][C:21]([C:22]([OH:24])=O)=[CH:20][N:19]=2)=[O:16])=[CH:13][N:12]=1.[NH2:29][C:30]1[CH:35]=[CH:34][C:33]([Br:36])=[CH:32][N:31]=1.CCN(C(C)C)C(C)C. The catalyst is C1COCC1. The product is [Br:10][C:11]1[CH:28]=[CH:27][C:14]([C:15]([NH:17][C:18]2[CH:26]=[CH:25][C:21]([C:22](=[O:24])[NH:29][C:30]3[CH:35]=[CH:34][C:33]([Br:36])=[CH:32][N:31]=3)=[CH:20][N:19]=2)=[O:16])=[CH:13][N:12]=1. The yield is 0.140. (5) The reactants are [NH2:1][C:2]1[C:7]([NH2:8])=[C:6]([NH:9][C@@H:10]2[C@@H:15]3[CH2:16][C@@H:12]([CH:13]=[CH:14]3)[C@@H:11]2[C:17]([NH2:19])=[O:18])[C:5]([Br:20])=[CH:4][N:3]=1.[O:21]1[CH:25]=[CH:24][C:23]([CH:26]=O)=[CH:22]1. No catalyst specified. The product is [Br:20][C:5]1[C:6]([NH:9][C@@H:10]2[C@@H:15]3[CH2:16][C@@H:12]([CH:13]=[CH:14]3)[C@@H:11]2[C:17]([NH2:19])=[O:18])=[C:7]2[N:8]=[C:26]([C:23]3[CH:24]=[CH:25][O:21][CH:22]=3)[NH:1][C:2]2=[N:3][CH:4]=1. The yield is 0.540. (6) The reactants are [CH3:1][C@H:2]([NH2:9])[C:3]1[CH:8]=[CH:7][CH:6]=[CH:5][CH:4]=1.[CH2:10]([C:12](=O)[C:13]([O-:15])=[O:14])[CH3:11].F[C:18](F)(F)[C:19](O)=O.B(F)(F)F.CCOCC.[CH3:33][O:34][CH2:35][CH:36]1C=C[CH:38]=[CH:37]1.C1([Na])C=CC=C1.COCCl. The catalyst is ClCCl.O1CCCC1. The product is [CH2:18]([O:15][C:13]([CH:12]1[CH:10]2[CH:36]([CH2:35][O:34][CH3:33])[CH:37]([CH:38]=[CH:11]2)[N:9]1[CH:2]([C:3]1[CH:8]=[CH:7][CH:6]=[CH:5][CH:4]=1)[CH3:1])=[O:14])[CH3:19]. The yield is 0.250. (7) The reactants are [CH2:1]([N:3]=[C:4]=NCCCN(C)C)C.[C:12]([O:16][C:17]([NH:19][C@@H:20]1[CH2:25][CH2:24][C@H:23]([C:26]([OH:28])=O)[CH2:22][CH2:21]1)=[O:18])([CH3:15])([CH3:14])[CH3:13].OC1C2N=NNC=2C=CC=1.CNC. The catalyst is CN(C=O)C. The product is [C:12]([O:16][C:17](=[O:18])[NH:19][C@H:20]1[CH2:25][CH2:24][C@@H:23]([C:26](=[O:28])[N:3]([CH3:4])[CH3:1])[CH2:22][CH2:21]1)([CH3:15])([CH3:14])[CH3:13]. The yield is 0.820. (8) The reactants are Cl.[F:2][C:3]([F:29])([F:28])[C:4]1[CH:5]=[C:6]([CH:21]=[C:22]([C:24]([F:27])([F:26])[F:25])[CH:23]=1)[CH2:7][O:8][C@H:9]1[CH2:14][CH2:13][NH:12][CH2:11][C@H:10]1[C:15]1[CH:20]=[CH:19][CH:18]=[CH:17][CH:16]=1.Cl[C:31]([O:33][CH3:34])=[O:32]. No catalyst specified. The product is [CH3:34][O:33][C:31]([N:12]1[CH2:13][CH2:14][C@H:9]([O:8][CH2:7][C:6]2[CH:21]=[C:22]([C:24]([F:27])([F:25])[F:26])[CH:23]=[C:4]([C:3]([F:2])([F:28])[F:29])[CH:5]=2)[C@H:10]([C:15]2[CH:16]=[CH:17][CH:18]=[CH:19][CH:20]=2)[CH2:11]1)=[O:32]. The yield is 0.670. (9) The reactants are C1CO[C:8]23OCC[O:12][C:3]2([C@:4]2([CH2:27][CH2:26][C@H:25]4[C@@H:15]([CH2:16]/C(=C\C)/[CH:18]5[C@:23]4([CH3:24])[CH2:22][CH2:21][CH2:20][CH2:19]5)[C@@H:6]2[CH2:7]3)[CH3:5])O1.C([C@@H]1C2[C@](C)(C[CH2:46][C:47](=[O:50])[CH2:48]2)[C@@H]2[C@H]([C@H]3[C@@:48](CC2)(C)[C:47](=[O:50])[CH2:46]C3)C1)#N. No catalyst specified. The product is [CH:20](=[C:21]1/[CH2:16][C@@H:15]2[C@@H:25]([C@:23]3([CH3:24])[CH:22]/1[CH2:48][C:47](=[O:50])[CH2:46][CH2:18]3)[CH2:26][CH2:27][C@@:4]1([CH3:5])[C@H:6]2[CH2:7][CH2:8][C:3]1=[O:12])/[CH3:19]. The yield is 0.960. (10) The reactants are [N+:1]([C:4]1[CH:9]=[CH:8][C:7]([CH2:10][CH2:11][CH2:12][CH2:13]O)=[CH:6][CH:5]=1)([O-:3])=[O:2].C1C=CC(P(C2C=CC=CC=2)C2C=CC=CC=2)=CC=1.C(Br)(Br)(Br)[Br:35]. The catalyst is C1COCC1. The product is [Br:35][CH2:13][CH2:12][CH2:11][CH2:10][C:7]1[CH:8]=[CH:9][C:4]([N+:1]([O-:3])=[O:2])=[CH:5][CH:6]=1. The yield is 0.920.